From a dataset of NCI-60 drug combinations with 297,098 pairs across 59 cell lines. Regression. Given two drug SMILES strings and cell line genomic features, predict the synergy score measuring deviation from expected non-interaction effect. (1) Drug 1: C1=NC2=C(N1)C(=S)N=C(N2)N. Drug 2: CC1CCC2CC(C(=CC=CC=CC(CC(C(=O)C(C(C(=CC(C(=O)CC(OC(=O)C3CCCCN3C(=O)C(=O)C1(O2)O)C(C)CC4CCC(C(C4)OC)O)C)C)O)OC)C)C)C)OC. Cell line: TK-10. Synergy scores: CSS=37.1, Synergy_ZIP=-9.47, Synergy_Bliss=-5.55, Synergy_Loewe=-1.59, Synergy_HSA=-0.403. (2) Drug 1: C1CCC(CC1)NC(=O)N(CCCl)N=O. Drug 2: CC1CCCC2(C(O2)CC(NC(=O)CC(C(C(=O)C(C1O)C)(C)C)O)C(=CC3=CSC(=N3)C)C)C. Cell line: HCC-2998. Synergy scores: CSS=8.53, Synergy_ZIP=-3.96, Synergy_Bliss=-3.15, Synergy_Loewe=-26.5, Synergy_HSA=-3.33. (3) Drug 1: C1C(C(OC1N2C=C(C(=O)NC2=O)F)CO)O. Drug 2: B(C(CC(C)C)NC(=O)C(CC1=CC=CC=C1)NC(=O)C2=NC=CN=C2)(O)O. Cell line: 786-0. Synergy scores: CSS=44.0, Synergy_ZIP=-3.06, Synergy_Bliss=-0.272, Synergy_Loewe=-3.74, Synergy_HSA=-0.152.